Dataset: Catalyst prediction with 721,799 reactions and 888 catalyst types from USPTO. Task: Predict which catalyst facilitates the given reaction. (1) Reactant: [CH2:1]1[CH2:6][C@H:5]([C:7]([OH:9])=[O:8])[CH2:4][CH2:3][C@H:2]1[CH2:10][NH2:11].[C:12]([O:16][CH:17]([O:21][C:22](ON1C(=O)CCC1=O)=[O:23])[CH:18]([CH3:20])[CH3:19])(=[O:15])[CH2:13][CH3:14]. Product: [C:12]([O:16][CH:17]([O:21][C:22]([NH:11][CH2:10][C@H:2]1[CH2:3][CH2:4][C@H:5]([C:7]([OH:9])=[O:8])[CH2:6][CH2:1]1)=[O:23])[CH:18]([CH3:19])[CH3:20])(=[O:15])[CH2:13][CH3:14]. The catalyst class is: 761. (2) Reactant: [OH:1][CH2:2][CH:3]([N:6]1[C:14](=[O:15])[C:13]2[C:8](=[CH:9][CH:10]=[CH:11][CH:12]=2)[C:7]1=[O:16])[CH2:4][OH:5].[Br:17][CH2:18][CH:19](OCC)OCC. Product: [Br:17][CH2:18][CH:19]1[O:5][CH2:4][CH:3]([N:6]2[C:14](=[O:15])[C:13]3[C:8](=[CH:9][CH:10]=[CH:11][CH:12]=3)[C:7]2=[O:16])[CH2:2][O:1]1. The catalyst class is: 11.